Dataset: Full USPTO retrosynthesis dataset with 1.9M reactions from patents (1976-2016). Task: Predict the reactants needed to synthesize the given product. (1) Given the product [CH:19]1([N:7]2[CH2:8][CH2:9][C:10]3[S:1][C:2]([C:11]4[CH:12]=[C:13]([CH:16]=[CH:17][CH:18]=4)[C:14]#[N:15])=[N:3][C:4]=3[CH2:5][CH2:6]2)[CH2:22][CH2:21][CH2:20]1, predict the reactants needed to synthesize it. The reactants are: [S:1]1[C:10]2[CH2:9][CH2:8][NH:7][CH2:6][CH2:5][C:4]=2[N:3]=[C:2]1[C:11]1[CH:12]=[C:13]([CH:16]=[CH:17][CH:18]=1)[C:14]#[N:15].[C:19]1(=O)[CH2:22][CH2:21][CH2:20]1.C(O[BH-](OC(=O)C)OC(=O)C)(=O)C.[Na+]. (2) Given the product [NH2:39][C:33]1([C:31]#[C:32][C:2]2[N:3]([CH3:23])[C:4]([C:13]3[S:14][C:15]4[N:16]=[CH:17][N:18]=[C:19]([NH2:22])[C:20]=4[N:21]=3)=[C:5]([C:7]3[CH:12]=[CH:11][CH:10]=[CH:9][CH:8]=3)[N:6]=2)[CH2:38][CH2:37][CH2:36][CH2:35][CH2:34]1, predict the reactants needed to synthesize it. The reactants are: Br[C:2]1[N:3]([CH3:23])[C:4]([C:13]2[S:14][C:15]3[N:16]=[CH:17][N:18]=[C:19]([NH2:22])[C:20]=3[N:21]=2)=[C:5]([C:7]2[CH:12]=[CH:11][CH:10]=[CH:9][CH:8]=2)[N:6]=1.C(N(CC)CC)C.[C:31]([C:33]1([NH2:39])[CH2:38][CH2:37][CH2:36][CH2:35][CH2:34]1)#[CH:32]. (3) The reactants are: [CH2:1]([C@H:8]([NH:26]C(=O)OC(C)(C)C)[C@H:9]([OH:25])[CH2:10][NH:11][C:12]1([C:15]2[CH:20]=[CH:19][CH:18]=[C:17]([C:21]([F:24])([F:23])[F:22])[CH:16]=2)[CH2:14][CH2:13]1)[C:2]1[CH:7]=[CH:6][CH:5]=[CH:4][CH:3]=1.[ClH:34]. Given the product [ClH:34].[NH2:26][C@@H:8]([CH2:1][C:2]1[CH:7]=[CH:6][CH:5]=[CH:4][CH:3]=1)[C@H:9]([OH:25])[CH2:10][NH:11][C:12]1([C:15]2[CH:20]=[CH:19][CH:18]=[C:17]([C:21]([F:22])([F:23])[F:24])[CH:16]=2)[CH2:14][CH2:13]1, predict the reactants needed to synthesize it. (4) Given the product [CH2:3]([C:5]1[N:9]([C:10]2[N:18]=[C:17]3[C:13]([N:14]=[C:15]([C:20]4([OH:26])[CH2:25][CH2:24][CH2:23][N:22]([CH2:37][C:38]([OH:39])([CH3:41])[CH3:40])[CH2:21]4)[N:16]3[CH3:19])=[C:12]([N:27]3[CH2:28][CH2:29][O:30][CH2:31][CH2:32]3)[N:11]=2)[C:8]2[CH:33]=[CH:34][CH:35]=[CH:36][C:7]=2[N:6]=1)[CH3:4], predict the reactants needed to synthesize it. The reactants are: Cl.Cl.[CH2:3]([C:5]1[N:9]([C:10]2[N:18]=[C:17]3[C:13]([N:14]=[C:15]([C:20]4([OH:26])[CH2:25][CH2:24][CH2:23][NH:22][CH2:21]4)[N:16]3[CH3:19])=[C:12]([N:27]3[CH2:32][CH2:31][O:30][CH2:29][CH2:28]3)[N:11]=2)[C:8]2[CH:33]=[CH:34][CH:35]=[CH:36][C:7]=2[N:6]=1)[CH3:4].[CH3:37][C:38]1([CH3:41])[CH2:40][O:39]1.CCN(C(C)C)C(C)C. (5) Given the product [F:1][C:2]1[CH:3]=[N:4][CH:5]=[C:6]([F:29])[C:7]=1[C:8]1[N:9]=[C:10]2[CH:15]=[CH:14][CH:13]=[C:12]([O:32][CH2:31][CH2:30][OH:33])[N:11]2[C:17]=1[NH:18][C:19]1[CH:28]=[CH:27][C:22]2[O:23][CH2:24][CH2:25][O:26][C:21]=2[CH:20]=1, predict the reactants needed to synthesize it. The reactants are: [F:1][C:2]1[CH:3]=[N:4][CH:5]=[C:6]([F:29])[C:7]=1[C:8]1[N:9]=[C:10]2[CH:15]=[CH:14][CH:13]=[C:12](F)[N:11]2[C:17]=1[NH:18][C:19]1[CH:28]=[CH:27][C:22]2[O:23][CH2:24][CH2:25][O:26][C:21]=2[CH:20]=1.[CH2:30]([OH:33])[CH2:31][OH:32].[H-].[Na+]. (6) The reactants are: [C:1]([N:5]1[CH2:26][CH2:25][CH2:24][C:8]2[C:9]([Br:23])=[C:10]3[C:19]4[CH:18]=[C:17](Br)[C:16]([O:21][CH3:22])=[CH:15][C:14]=4[CH2:13][CH2:12][N:11]3[C:7]=2[C:6]1=[O:27])([CH3:4])([CH3:3])[CH3:2].[N:28]1[CH:33]=[CH:32][CH:31]=[C:30](B(O)O)[CH:29]=1.C([O-])([O-])=O.[K+].[K+]. Given the product [C:1]([N:5]1[CH2:26][CH2:25][CH2:24][C:8]2[C:9]([Br:23])=[C:10]3[C:19]4[CH:18]=[C:17]([C:30]5[CH:29]=[N:28][CH:33]=[CH:32][CH:31]=5)[C:16]([O:21][CH3:22])=[CH:15][C:14]=4[CH2:13][CH2:12][N:11]3[C:7]=2[C:6]1=[O:27])([CH3:4])([CH3:3])[CH3:2], predict the reactants needed to synthesize it. (7) Given the product [Cl:22][C:23]1[S:24][C:25]([CH:29]([OH:30])[C:10]2[S:11][C:5]3[N:4]([CH2:17][CH:18]([CH3:20])[CH3:19])[C:3](=[O:21])[N:2]([CH3:1])[C:7](=[O:8])[C:6]=3[C:9]=2[C:12]([O:14][CH2:15][CH3:16])=[O:13])=[C:26]([Cl:28])[N:27]=1, predict the reactants needed to synthesize it. The reactants are: [CH3:1][N:2]1[C:7](=[O:8])[C:6]2[C:9]([C:12]([O:14][CH2:15][CH3:16])=[O:13])=[CH:10][S:11][C:5]=2[N:4]([CH2:17][CH:18]([CH3:20])[CH3:19])[C:3]1=[O:21].[Cl:22][C:23]1[S:24][C:25]([CH:29]=[O:30])=[C:26]([Cl:28])[N:27]=1.CN1C(=O)N(C)CCC1.[Li+].CC([N-]C(C)C)C. (8) The reactants are: [C:1]1([CH2:7][C:8](Cl)=[O:9])[CH:6]=[CH:5][CH:4]=[CH:3][CH:2]=1.[S-:11][C:12]#[N:13].[K+].[NH2:15][C:16]1[CH:21]=[C:20]([O:22][C:23]2[CH:28]=[CH:27][C:26]([NH2:29])=[C:25]([O:30][CH3:31])[CH:24]=2)[CH:19]=[CH:18][N:17]=1. Given the product [NH2:15][C:16]1[CH:21]=[C:20]([O:22][C:23]2[CH:28]=[CH:27][C:26]([NH:29][C:12]([NH:13][C:8](=[O:9])[CH2:7][C:1]3[CH:6]=[CH:5][CH:4]=[CH:3][CH:2]=3)=[S:11])=[C:25]([O:30][CH3:31])[CH:24]=2)[CH:19]=[CH:18][N:17]=1, predict the reactants needed to synthesize it. (9) Given the product [C:29]([O:28][C:26]([N:23]1[CH2:24][CH2:25][CH:20]([NH:19][C:13](=[O:17])[C:14]([C:6]2[C:7]3[C:12](=[CH:11][CH:10]=[CH:9][CH:8]=3)[N:4]([CH:1]([CH3:3])[CH3:2])[CH:5]=2)=[O:15])[CH2:21][CH2:22]1)=[O:27])([CH3:32])([CH3:30])[CH3:31].[CH2:26]([N:23]1[CH2:22][CH2:21][CH:20]([NH:19][C:13](=[O:17])[C:14]([C:6]2[C:7]3[C:12](=[CH:11][CH:10]=[CH:9][CH:8]=3)[N:4]([CH:1]([CH3:3])[CH3:2])[CH:5]=2)=[O:15])[CH2:25][CH2:24]1)[CH2:40][CH2:38][CH3:39], predict the reactants needed to synthesize it. The reactants are: [CH:1]([N:4]1[C:12]2[C:7](=[CH:8][CH:9]=[CH:10][CH:11]=2)[CH:6]=[CH:5]1)([CH3:3])[CH3:2].[C:13](Cl)(=[O:17])[C:14](Cl)=[O:15].[NH2:19][CH:20]1[CH2:25][CH2:24][N:23]([C:26]([O:28][C:29]([CH3:32])([CH3:31])[CH3:30])=[O:27])[CH2:22][CH2:21]1.C(N([CH2:38][CH3:39])CC)C.[CH2:40](Cl)Cl.